From a dataset of Full USPTO retrosynthesis dataset with 1.9M reactions from patents (1976-2016). Predict the reactants needed to synthesize the given product. (1) Given the product [Cl:49][C:50]1[CH:51]=[C:52]2[C:56](=[CH:57][CH:58]=1)[N:55]([NH:59][C:15]([C:11]1[C:12]([CH3:14])=[N:13][C:8]([C:4]3[CH:5]=[CH:6][CH:7]=[C:2]([F:1])[CH:3]=3)=[N:9][CH:10]=1)=[O:17])[C:54]([CH3:60])=[CH:53]2, predict the reactants needed to synthesize it. The reactants are: [F:1][C:2]1[CH:3]=[C:4]([C:8]2[N:13]=[C:12]([CH3:14])[C:11]([C:15]([OH:17])=O)=[CH:10][N:9]=2)[CH:5]=[CH:6][CH:7]=1.CN(C(SC1[N+]([O-])=CC=CC=1)=[N+](C)C)C.F[P-](F)(F)(F)(F)F.CCN(C(C)C)C(C)C.[Cl:49][C:50]1[CH:51]=[C:52]2[C:56](=[CH:57][CH:58]=1)[N:55]([NH2:59])[C:54]([CH3:60])=[CH:53]2. (2) Given the product [C:1]([C:5]1[N:19]=[C:8]2[N:9]=[CH:10][C:11]([C:13]#[C:14][C:24]3[CH:23]=[CH:22][C:21]([F:20])=[C:26]([F:28])[CH:25]=3)=[CH:12][N:7]2[N:6]=1)([CH3:4])([CH3:3])[CH3:2], predict the reactants needed to synthesize it. The reactants are: [C:1]([C:5]1[N:19]=[C:8]2[N:9]=[CH:10][C:11]([C:13]#[C:14][Si](C)(C)C)=[CH:12][N:7]2[N:6]=1)([CH3:4])([CH3:3])[CH3:2].[F:20][CH:21]1[C:26]([F:28])(I)[CH:25]=[CH:24][CH:23]=[CH:22]1. (3) Given the product [NH2:30][C:16]1[CH:17]=[C:18]([C:21]2[CH:26]=[CH:25][C:24]([O:27][CH3:28])=[C:23]([F:29])[CH:22]=2)[CH:19]=[CH:20][C:15]=1[C:13]([NH:12][C@@H:7]([CH:1]1[CH2:2][CH2:3][CH2:4][CH2:5][CH2:6]1)[C:8]([O:10][CH3:11])=[O:9])=[O:14], predict the reactants needed to synthesize it. The reactants are: [CH:1]1([C@H:7]([NH:12][C:13]([C:15]2[CH:20]=[CH:19][C:18]([C:21]3[CH:26]=[CH:25][C:24]([O:27][CH3:28])=[C:23]([F:29])[CH:22]=3)=[CH:17][C:16]=2[N+:30]([O-])=O)=[O:14])[C:8]([O:10][CH3:11])=[O:9])[CH2:6][CH2:5][CH2:4][CH2:3][CH2:2]1. (4) The reactants are: [Br:1][C:2]1[CH:3]=[N:4][CH:5]=[CH:6][C:7]=1[N+]([O-])=O.[ClH:11].C[OH:13]. Given the product [Br:1][C:2]1[CH:3]=[N+:4]([O-:13])[CH:5]=[CH:6][C:7]=1[Cl:11], predict the reactants needed to synthesize it. (5) Given the product [C:1]([O:4][C:5]1[CH:31]=[CH:30][C:8]2[C:9]([C:12]([NH:14][C:15]3[CH:27]=[CH:26][C:25]([C:28]#[N:29])=[CH:24][C:16]=3[C:17]([OH:19])=[O:18])=[O:13])=[N:10][O:11][C:7]=2[CH:6]=1)(=[O:3])[CH3:2], predict the reactants needed to synthesize it. The reactants are: [C:1]([O:4][C:5]1[CH:31]=[CH:30][C:8]2[C:9]([C:12]([NH:14][C:15]3[CH:27]=[CH:26][C:25]([C:28]#[N:29])=[CH:24][C:16]=3[C:17]([O:19]C(C)(C)C)=[O:18])=[O:13])=[N:10][O:11][C:7]=2[CH:6]=1)(=[O:3])[CH3:2]. (6) Given the product [F:23][C:24]1[CH:25]=[C:26]([C:2]2[C:7]([CH:8]([CH2:13][CH2:14][CH3:15])[C:9]([O:11][CH3:12])=[O:10])=[C:6]([CH3:16])[N:5]=[C:4]([N:17]3[CH2:22][CH2:21][CH2:20][CH2:19][CH2:18]3)[N:3]=2)[C:27]([CH3:34])=[C:28]2[C:33]=1[O:32][CH2:31][CH2:30][CH2:29]2, predict the reactants needed to synthesize it. The reactants are: Cl[C:2]1[C:7]([CH:8]([CH2:13][CH2:14][CH3:15])[C:9]([O:11][CH3:12])=[O:10])=[C:6]([CH3:16])[N:5]=[C:4]([N:17]2[CH2:22][CH2:21][CH2:20][CH2:19][CH2:18]2)[N:3]=1.[F:23][C:24]1[CH:25]=[C:26](B2OC(C)(C)C(C)(C)O2)[C:27]([CH3:34])=[C:28]2[C:33]=1[O:32][CH2:31][CH2:30][CH2:29]2.